This data is from Full USPTO retrosynthesis dataset with 1.9M reactions from patents (1976-2016). The task is: Predict the reactants needed to synthesize the given product. (1) Given the product [NH2:5][C:4]1[C:6]2[CH:29]=[C:28]([Cl:30])[CH:27]=[CH:26][C:7]=2[O:8][C:9]=1[C:10](=[O:11])[C:12]1[CH:13]=[CH:14][CH:15]=[CH:16][C:17]=1[O:2][CH2:1][C:6]1[CH:29]=[CH:28][CH:27]=[CH:26][CH:7]=1, predict the reactants needed to synthesize it. The reactants are: [CH3:1][O-:2].[Na+].[C:4]([C:6]1[CH:29]=[C:28]([Cl:30])[CH:27]=[CH:26][C:7]=1[O:8][CH:9](OCC1C=CC=CC=1)[C:10]([C:12]1[CH:17]=[CH:16][CH:15]=[CH:14][CH:13]=1)=[O:11])#[N:5]. (2) Given the product [F:1][C:2]1[CH:26]=[CH:25][CH:24]=[CH:23][C:3]=1[CH2:4][N:5]1[C:13]2[C:8](=[CH:9][CH:10]=[CH:11][CH:12]=2)[C:7]([C:14]2[N:19]=[C:18]([NH:20][C:34]3[CH:39]=[CH:38][N:37]=[CH:36][C:35]=3[C:40]([NH2:42])=[O:41])[C:17]([OH:21])=[CH:16][N:15]=2)=[N:6]1, predict the reactants needed to synthesize it. The reactants are: [F:1][C:2]1[CH:26]=[CH:25][CH:24]=[CH:23][C:3]=1[CH2:4][N:5]1[C:13]2[C:8](=[CH:9][CH:10]=[CH:11][CH:12]=2)[C:7]([C:14]2[N:19]=[C:18]([NH2:20])[C:17]([O:21]C)=[CH:16][N:15]=2)=[N:6]1.C(=O)([O-])[O-].[K+].[K+].Cl[C:34]1[CH:39]=[CH:38][N:37]=[CH:36][C:35]=1[C:40]([NH2:42])=[O:41]. (3) Given the product [N:9]1[CH:8]=[CH:7][CH:6]=[N:11][CH:10]=1.[CH2:1]([O:5][C:6]1[CH:7]=[C:8]([C:12]([C:13]2[CH:14]=[CH:15][CH:16]=[CH:17][CH:18]=2)=[CH2:19])[N:9]=[CH:10][N:11]=1)[C:2]#[C:3][CH3:4], predict the reactants needed to synthesize it. The reactants are: [CH2:1]([O:5][C:6]1[N:11]=[CH:10][N:9]=[C:8]([C:12](O)([CH3:19])[C:13]2[CH:18]=[CH:17][CH:16]=[CH:15][CH:14]=2)[CH:7]=1)[C:2]#[C:3][CH3:4].FC1(F)N(C)CCN1C.O. (4) Given the product [S:10]1[CH:14]=[C:13]([CH:24]([NH:6][C:5]2[CH:7]=[CH:8][CH:9]=[C:3]([O:2][CH3:1])[CH:4]=2)[C:25]([OH:27])=[O:26])[C:12]2[CH:18]=[CH:19][CH:20]=[CH:21][C:11]1=2, predict the reactants needed to synthesize it. The reactants are: [CH3:1][O:2][C:3]1[CH:4]=[C:5]([CH:7]=[CH:8][CH:9]=1)[NH2:6].[S:10]1[CH:14]=[C:13](B(O)O)[C:12]2[CH:18]=[CH:19][CH:20]=[CH:21][C:11]1=2.O.O=[CH:24][C:25]([OH:27])=[O:26]. (5) Given the product [Cl:1][C:2]1[N:6]2[CH:7]=[C:8]([N:15]3[CH:19]=[CH:18][N:17]=[CH:16]3)[CH:9]=[C:10]([C:11]([F:13])([F:14])[F:12])[C:5]2=[N:4][C:3]=1[C:20]([N:36]1[CH2:37][CH2:38][CH:39]([N:42]2[CH2:46][CH2:45][O:44][C:43]2=[O:47])[CH2:40][CH2:41]1)=[O:21], predict the reactants needed to synthesize it. The reactants are: [Cl:1][C:2]1[N:6]2[CH:7]=[C:8]([N:15]3[CH:19]=[CH:18][N:17]=[CH:16]3)[CH:9]=[C:10]([C:11]([F:14])([F:13])[F:12])[C:5]2=[N:4][C:3]=1[C:20](OC)=[O:21].[OH-].[Na+].C(N(C(C)C)C(C)C)C.Cl.[NH:36]1[CH2:41][CH2:40][CH:39]([N:42]2[CH2:46][CH2:45][O:44][C:43]2=[O:47])[CH2:38][CH2:37]1.F[P-](F)(F)(F)(F)F.CN(C(ON1C2=NC=CC=C2N=N1)=[N+](C)C)C. (6) Given the product [N:6]1[CH:11]=[CH:10][CH:9]=[CH:8][C:7]=1[N:12]1[CH:17]=[C:16]([C:18]2[CH:23]=[CH:22][CH:21]=[CH:20][N:19]=2)[CH:15]=[C:14]([Br:25])[C:13]1=[O:24], predict the reactants needed to synthesize it. The reactants are: CN(C)C=O.[N:6]1[CH:11]=[CH:10][CH:9]=[CH:8][C:7]=1[N:12]1[CH:17]=[C:16]([C:18]2[CH:23]=[CH:22][CH:21]=[CH:20][N:19]=2)[CH:15]=[CH:14][C:13]1=[O:24].[Br:25]N1C(=O)CCC1=O. (7) Given the product [Cl:1][C:2]1[CH:7]=[CH:6][C:5]([C@@:8]2([CH3:38])[C@:12]([C:14]3[CH:15]=[CH:16][C:17]([Cl:20])=[CH:18][CH:19]=3)([CH3:13])[N:11]([C:21]([N:51]3[CH2:52][CH2:53][N:48]([CH:45]4[CH2:44][CH2:43][S:42](=[O:41])(=[O:54])[CH2:47][CH2:46]4)[CH2:49][CH2:50]3)=[O:22])[C:10]([C:24]3[CH:29]=[CH:28][C:27]([C:30]([CH3:31])([CH3:32])[C:33]#[N:34])=[CH:26][C:25]=3[O:35][CH2:36][CH3:37])=[N:9]2)=[CH:4][CH:3]=1, predict the reactants needed to synthesize it. The reactants are: [Cl:1][C:2]1[CH:7]=[CH:6][C:5]([C:8]2([CH3:38])[C:12]([C:14]3[CH:19]=[CH:18][C:17]([Cl:20])=[CH:16][CH:15]=3)([CH3:13])[N:11]([C:21](Cl)=[O:22])[C:10]([C:24]3[CH:29]=[CH:28][C:27]([C:30]([C:33]#[N:34])([CH3:32])[CH3:31])=[CH:26][C:25]=3[O:35][CH2:36][CH3:37])=[N:9]2)=[CH:4][CH:3]=1.Cl.Cl.[O:41]=[S:42]1(=[O:54])[CH2:47][CH2:46][CH:45]([N:48]2[CH2:53][CH2:52][NH:51][CH2:50][CH2:49]2)[CH2:44][CH2:43]1.